From a dataset of Forward reaction prediction with 1.9M reactions from USPTO patents (1976-2016). Predict the product of the given reaction. (1) Given the reactants C[O:2][C:3](=[O:22])[C:4]1[C:5](=[C:10]([O:14][CH2:15][C:16]2[CH:21]=[CH:20][CH:19]=[CH:18][CH:17]=2)[CH:11]=[CH:12][CH:13]=1)[C:6]([O:8]C)=[O:7].[OH-].[Na+], predict the reaction product. The product is: [CH2:15]([O:14][C:10]1[CH:11]=[CH:12][CH:13]=[C:4]([C:3]([OH:22])=[O:2])[C:5]=1[C:6]([OH:8])=[O:7])[C:16]1[CH:21]=[CH:20][CH:19]=[CH:18][CH:17]=1. (2) Given the reactants [CH:1]([C@:4]1([C:10]([N:12]2[CH2:17][CH:16]=[C:15]([C:18]3[CH:23]=[C:22]([C:24]([F:27])([F:26])[F:25])[CH:21]=[CH:20][N:19]=3)[CH2:14][CH2:13]2)=[O:11])[CH2:8][CH2:7][C@@H:6]([NH2:9])[CH2:5]1)([CH3:3])[CH3:2].[CH3:28][O:29][CH:30]1[C:35](=O)[CH2:34][CH2:33][O:32][CH2:31]1.C(N(CC)CC)C.C(Cl)Cl.C(O[BH-](OC(=O)C)OC(=O)C)(=O)C.[Na+], predict the reaction product. The product is: [CH:1]([C@:4]1([C:10]([N:12]2[CH2:13][CH:14]=[C:15]([C:18]3[CH:23]=[C:22]([C:24]([F:27])([F:26])[F:25])[CH:21]=[CH:20][N:19]=3)[CH2:16][CH2:17]2)=[O:11])[CH2:8][CH2:7][C@@H:6]([NH:9][CH:35]2[CH2:34][CH2:33][O:32][CH2:31][CH:30]2[O:29][CH3:28])[CH2:5]1)([CH3:3])[CH3:2]. (3) Given the reactants [CH3:1][O:2][CH2:3][C:4]1[S:5][CH:6]=[C:7]([CH2:9][N:10]2[CH2:14][CH2:13][N:12]([C@@H:15]([C:23]([CH3:26])([CH3:25])[CH3:24])[C:16]([O:18]C(C)(C)C)=[O:17])[C:11]2=[O:27])[N:8]=1.[F:28][C:29]([F:34])([F:33])[C:30]([OH:32])=[O:31], predict the reaction product. The product is: [F:28][C:29]([F:34])([F:33])[C:30]([OH:32])=[O:31].[CH3:1][O:2][CH2:3][C:4]1[S:5][CH:6]=[C:7]([CH2:9][N:10]2[CH2:14][CH2:13][N:12]([C@@H:15]([C:23]([CH3:25])([CH3:24])[CH3:26])[C:16]([OH:18])=[O:17])[C:11]2=[O:27])[N:8]=1. (4) Given the reactants [CH3:1][C:2]1[C:7]2[O:8][CH2:9][C:10]3([CH2:12][CH2:11]3)[C:6]=2[C:5]([O:13][C:14]2[N:19]=[CH:18][C:17]([NH:20][C:21]([C@H:23]([NH:26]C(=O)OC(C)(C)C)[CH2:24][CH3:25])=[O:22])=[CH:16][CH:15]=2)=[CH:4][CH:3]=1.C(O)(C(F)(F)F)=O, predict the reaction product. The product is: [NH2:26][C@H:23]([CH2:24][CH3:25])[C:21]([NH:20][C:17]1[CH:18]=[N:19][C:14]([O:13][C:5]2[C:6]3[C:10]4([CH2:9][O:8][C:7]=3[C:2]([CH3:1])=[CH:3][CH:4]=2)[CH2:12][CH2:11]4)=[CH:15][CH:16]=1)=[O:22].